Dataset: Forward reaction prediction with 1.9M reactions from USPTO patents (1976-2016). Task: Predict the product of the given reaction. Given the reactants [Cl:1][C:2]1[CH:3]=[C:4]([CH:18]=[CH:19][C:20]=1[O:21][CH3:22])[CH2:5][NH:6][C:7]1[C:12]([C:13]([OH:15])=[O:14])=[C:11]([Cl:16])[N:10]=[C:9]([Cl:17])[N:8]=1.[CH3:23]SC1N=C(NCC2C=CC(OC)=C(Cl)C=2)C(C(OCC)=O)=CN=1.C(=O)([O-])O.[Na+].CI.C(OC(C)C)(C)C, predict the reaction product. The product is: [Cl:1][C:2]1[CH:3]=[C:4]([CH:18]=[CH:19][C:20]=1[O:21][CH3:22])[CH2:5][NH:6][C:7]1[C:12]([C:13]([O:15][CH3:23])=[O:14])=[C:11]([Cl:16])[N:10]=[C:9]([Cl:17])[N:8]=1.